The task is: Predict the product of the given reaction.. This data is from Forward reaction prediction with 1.9M reactions from USPTO patents (1976-2016). (1) Given the reactants [H-].[Li+].[NH:3]1[CH:7]=[CH:6][N:5]=[CH:4]1.[N-]1C=CN=C1.[Li+].Cl[CH2:15][C:16]([O:18][CH3:19])=[O:17], predict the reaction product. The product is: [N:3]1([CH2:15][C:16]([O:18][CH3:19])=[O:17])[CH:7]=[CH:6][N:5]=[CH:4]1. (2) The product is: [NH2:1][C:4]1[CH:9]=[CH:8][CH:7]=[CH:6][C:5]=1[NH:10][CH2:11][N:12]1[CH2:16][CH:15]([CH2:17][CH2:18][CH3:19])[CH2:14][C:13]1=[O:20]. Given the reactants [N+:1]([C:4]1[CH:9]=[CH:8][CH:7]=[CH:6][C:5]=1[NH:10][CH2:11][N:12]1[CH2:16][CH:15]([CH2:17][CH2:18][CH3:19])[CH2:14][C:13]1=[O:20])([O-])=O, predict the reaction product. (3) The product is: [CH:13]([C:10]1[CH:11]=[CH:12][C:7]([B:19]([OH:23])[OH:20])=[C:8]([CH3:16])[C:9]=1[CH3:15])=[O:14]. Given the reactants FC(F)(F)S(O[C:7]1[CH:12]=[CH:11][C:10]([CH:13]=[O:14])=[C:9]([CH3:15])[C:8]=1[CH3:16])(=O)=O.[B:19]1(B2OC(C)(C)C(C)(C)O2)[O:23]C(C)(C)C(C)(C)[O:20]1.C([O-])(=O)C.[K+], predict the reaction product. (4) Given the reactants [NH2:1][C:2]1[N:7]=[C:6]([N:8]2[CH2:13][CH2:12][CH2:11][C@@H:10]([C:14]([N:16]3[CH2:20][CH2:19][CH2:18][CH2:17]3)=[O:15])[CH2:9]2)[CH:5]=[CH:4][C:3]=1[N+:21]([O-])=O.[ClH:24], predict the reaction product. The product is: [ClH:24].[ClH:24].[NH2:21][C:3]1[CH:4]=[CH:5][C:6]([N:8]2[CH2:13][CH2:12][CH2:11][C@@H:10]([C:14]([N:16]3[CH2:20][CH2:19][CH2:18][CH2:17]3)=[O:15])[CH2:9]2)=[N:7][C:2]=1[NH2:1].